From a dataset of Forward reaction prediction with 1.9M reactions from USPTO patents (1976-2016). Predict the product of the given reaction. (1) Given the reactants [N:1]1([C:7]2[N:12]=[C:11]([NH:13][C:14]3[CH:15]=[N:16][CH:17]=[CH:18][CH:19]=3)[CH:10]=[C:9]([C:20]3[CH:25]=[CH:24][CH:23]=[C:22]([O:26]CC4C=CC=CC=4)[CH:21]=3)[N:8]=2)[CH2:6][CH2:5][O:4][CH2:3][CH2:2]1.C(#N)C.[ClH:37], predict the reaction product. The product is: [N:1]1([C:7]2[N:8]=[C:9]([C:20]3[CH:21]=[C:22]([OH:26])[CH:23]=[CH:24][CH:25]=3)[CH:10]=[C:11]([NH:13][C:14]3[CH:15]=[N:16][CH:17]=[CH:18][CH:19]=3)[N:12]=2)[CH2:2][CH2:3][O:4][CH2:5][CH2:6]1.[ClH:37]. (2) Given the reactants [CH2:1]([N:8]1[CH2:12][CH2:11][CH2:10][C:9]1=[O:13])[C:2]1[CH:7]=[CH:6][CH:5]=[CH:4][CH:3]=1.C([N-]C(C)C)(C)C.[Li+].[C:22]1(=[O:26])[CH2:25][CH2:24][CH2:23]1.B(F)(F)F.CCOCC, predict the reaction product. The product is: [CH2:1]([N:8]1[CH2:12][CH2:11][CH:10]([C:22]2([OH:26])[CH2:25][CH2:24][CH2:23]2)[C:9]1=[O:13])[C:2]1[CH:7]=[CH:6][CH:5]=[CH:4][CH:3]=1. (3) Given the reactants [S:1]1[C:5]2[CH:6]=[CH:7][CH:8]=[CH:9][C:4]=2[CH:3]=[C:2]1[C:10]1[CH:11]=[C:12]([CH2:23][CH2:24][CH3:25])[CH:13]=[C:14]2[C:18]=1[NH:17][N:16]=[C:15]2[NH:19][C:20]([NH2:22])=[S:21].Br[CH2:27][CH:28](OCC)OCC.C(=O)([O-])O.[Na+], predict the reaction product. The product is: [S:1]1[C:5]2[CH:6]=[CH:7][CH:8]=[CH:9][C:4]=2[CH:3]=[C:2]1[C:10]1[CH:11]=[C:12]([CH2:23][CH2:24][CH3:25])[CH:13]=[C:14]2[C:18]=1[NH:17][N:16]=[C:15]2[NH:19][C:20]1[S:21][CH:27]=[CH:28][N:22]=1. (4) Given the reactants [CH2:1]([O:8][CH:9]1[CH2:12][CH:11]([C:13](O)=[O:14])[CH2:10]1)[C:2]1[CH:7]=[CH:6][CH:5]=[CH:4][CH:3]=1.[BH4-].[Na+].II, predict the reaction product. The product is: [CH2:1]([O:8][CH:9]1[CH2:12][CH:11]([CH2:13][OH:14])[CH2:10]1)[C:2]1[CH:7]=[CH:6][CH:5]=[CH:4][CH:3]=1. (5) The product is: [C:1]([SiH2:5][O:6][C:7]([CH3:34])([CH3:33])[C:8]12[O:15][C:12]([C:16]([CH3:23])([CH3:24])[O:17][SiH2:18][C:19]([CH3:21])([CH3:22])[CH3:20])([CH:13]=[CH:14]1)[CH2:11][C:10]([C:43]1[CH:48]=[CH:47][C:46]([NH2:49])=[CH:45][CH:44]=1)=[CH:9]2)([CH3:3])([CH3:2])[CH3:4]. Given the reactants [C:1]([SiH2:5][O:6][C:7]([CH3:34])([CH3:33])[C:8]12[O:15][C:12]([C:16]([CH3:24])([CH3:23])[O:17][SiH2:18][C:19]([CH3:22])([CH3:21])[CH3:20])([CH:13]=[CH:14]1)[CH2:11][C:10](OS(C(F)(F)F)(=O)=O)=[CH:9]2)([CH3:4])([CH3:3])[CH3:2].CC1(C)C(C)(C)OB([C:43]2[CH:48]=[CH:47][C:46]([NH2:49])=[CH:45][CH:44]=2)O1.C([O-])([O-])=O.[Na+].[Na+].CCOC(C)=O, predict the reaction product. (6) Given the reactants CN.[F:3][C:4]1[CH:9]=[CH:8][C:7]([C:10]2[O:36][C:13]3=[N:14][CH:15]=[C:16]([C:18]4[CH:23]=[CH:22][CH:21]=[C:20]([C:24](=[O:35])[NH:25][C:26]([C:29]5[CH:34]=[CH:33][CH:32]=[CH:31][CH:30]=5)([CH3:28])[CH3:27])[CH:19]=4)[CH:17]=[C:12]3[C:11]=2[C:37](O)=[O:38])=[CH:6][CH:5]=1.C[CH2:41][N:42](C(C)C)C(C)C.CN(C(ON1N=NC2C=CC=NC1=2)=[N+](C)C)C.F[P-](F)(F)(F)(F)F, predict the reaction product. The product is: [F:3][C:4]1[CH:5]=[CH:6][C:7]([C:10]2[O:36][C:13]3=[N:14][CH:15]=[C:16]([C:18]4[CH:23]=[CH:22][CH:21]=[C:20]([C:24](=[O:35])[NH:25][C:26]([C:29]5[CH:30]=[CH:31][CH:32]=[CH:33][CH:34]=5)([CH3:28])[CH3:27])[CH:19]=4)[CH:17]=[C:12]3[C:11]=2[C:37]([NH:42][CH3:41])=[O:38])=[CH:8][CH:9]=1. (7) Given the reactants [CH3:1][C:2]([C:5]1[CH:6]=[C:7]([CH:10]=[CH:11][C:12]=1[OH:13])[CH:8]=O)([CH3:4])[CH3:3].Cl.[NH2:15]O.CCOCC, predict the reaction product. The product is: [CH3:1][C:2]([C:5]1[CH:6]=[C:7]([CH:10]=[CH:11][C:12]=1[OH:13])[C:8]#[N:15])([CH3:4])[CH3:3].